This data is from Full USPTO retrosynthesis dataset with 1.9M reactions from patents (1976-2016). The task is: Predict the reactants needed to synthesize the given product. (1) Given the product [ClH:26].[ClH:40].[ClH:26].[NH2:7][CH2:8][CH2:9][N:10]1[C:18]2[C:17]([NH:19][C:20]3[CH:21]=[N:22][C:23]([O:27][C:28]4[CH:33]=[CH:32][CH:31]=[C:30]([O:34][C:35]([F:36])([F:37])[F:38])[CH:29]=4)=[C:24]([Cl:26])[CH:25]=3)=[N:16][CH:15]=[N:14][C:13]=2[CH:12]=[CH:11]1, predict the reactants needed to synthesize it. The reactants are: C(OC(=O)[NH:7][CH2:8][CH2:9][N:10]1[C:18]2[C:17]([NH:19][C:20]3[CH:21]=[N:22][C:23]([O:27][C:28]4[CH:33]=[CH:32][CH:31]=[C:30]([O:34][C:35]([F:38])([F:37])[F:36])[CH:29]=4)=[C:24]([Cl:26])[CH:25]=3)=[N:16][CH:15]=[N:14][C:13]=2[CH:12]=[CH:11]1)(C)(C)C.[ClH:40]. (2) The reactants are: [C:1]([C:5]1[CH:10]=[CH:9][C:8]([S:11]([NH:14][C:15]2[C:16]([C:22]([NH:24][NH2:25])=O)=[N:17][C:18]([Cl:21])=[CH:19][CH:20]=2)(=[O:13])=[O:12])=[CH:7][CH:6]=1)([CH3:4])([CH3:3])[CH3:2].[C:26](OC)(OC)(OC)[CH3:27].[CH2:34]([NH2:36])[CH3:35].CC(O)=O. Given the product [C:1]([C:5]1[CH:10]=[CH:9][C:8]([S:11]([NH:14][C:15]2[C:16]([C:22]3[N:36]([CH2:34][CH3:35])[C:26]([CH3:27])=[N:25][N:24]=3)=[N:17][C:18]([Cl:21])=[CH:19][CH:20]=2)(=[O:13])=[O:12])=[CH:7][CH:6]=1)([CH3:4])([CH3:3])[CH3:2], predict the reactants needed to synthesize it. (3) Given the product [C:5]([Cl:3])(=[O:17])[CH2:6][CH2:7][CH2:8][CH2:9][CH2:10][CH2:11][CH2:12][CH2:13][CH:14]=[CH2:15], predict the reactants needed to synthesize it. The reactants are: O=S(Cl)[Cl:3].[C:5]([OH:17])(=O)[CH2:6][CH2:7][CH2:8][CH2:9][CH2:10][CH2:11][CH2:12][CH2:13][CH:14]=[CH2:15]. (4) Given the product [CH3:1][O:2][C:3](=[O:16])[CH2:4][C:5]1[C:9]2[C:10]([CH3:15])=[CH:11][C:12]([O:14][CH2:23][C:24]3[N:28]([CH3:29])[N:27]=[C:26]([CH3:30])[CH:25]=3)=[CH:13][C:8]=2[S:7][CH:6]=1, predict the reactants needed to synthesize it. The reactants are: [CH3:1][O:2][C:3](=[O:16])[CH2:4][C:5]1[C:9]2[C:10]([CH3:15])=[CH:11][C:12]([OH:14])=[CH:13][C:8]=2[S:7][CH:6]=1.CN(C=O)C.Cl[CH2:23][C:24]1[N:28]([CH3:29])[N:27]=[C:26]([CH3:30])[CH:25]=1.C([O-])([O-])=O.[K+].[K+]. (5) Given the product [C:1]([O:5][C@@H:6]([C:12]1[C:44]([CH3:45])=[CH:43][C:15]2[N:16]=[C:17]([C:19]3[CH:24]=[CH:23][N:22]=[C:21]([C:25]4[CH:26]=[C:27]5[C:32](=[CH:33][CH:34]=4)[N:31]=[C:30]([NH:54][CH3:53])[CH:29]=[CH:28]5)[CH:20]=3)[S:18][C:14]=2[C:13]=1[C:46]1[CH:47]=[CH:48][C:49]([Cl:52])=[CH:50][CH:51]=1)[C:7]([O:9][CH2:10][CH3:11])=[O:8])([CH3:4])([CH3:3])[CH3:2], predict the reactants needed to synthesize it. The reactants are: [C:1]([O:5][C@@H:6]([C:12]1[C:44]([CH3:45])=[CH:43][C:15]2[N:16]=[C:17]([C:19]3[CH:24]=[CH:23][N:22]=[C:21]([C:25]4[CH:26]=[C:27]5[C:32](=[CH:33][CH:34]=4)[N:31]=[C:30](OS(C(F)(F)F)(=O)=O)[CH:29]=[CH:28]5)[CH:20]=3)[S:18][C:14]=2[C:13]=1[C:46]1[CH:51]=[CH:50][C:49]([Cl:52])=[CH:48][CH:47]=1)[C:7]([O:9][CH2:10][CH3:11])=[O:8])([CH3:4])([CH3:3])[CH3:2].[CH3:53][NH2:54]. (6) Given the product [I:11][C:8]1[CH:9]=[CH:10][C:5]2[N:6]([C:12]([CH3:13])=[C:3]([CH2:2][O:15][CH3:14])[N:4]=2)[CH:7]=1, predict the reactants needed to synthesize it. The reactants are: Cl[CH2:2][C:3]1[N:4]=[C:5]2[CH:10]=[CH:9][C:8]([I:11])=[CH:7][N:6]2[C:12]=1[CH3:13].[CH3:14][O-:15].[Na+].